From a dataset of Catalyst prediction with 721,799 reactions and 888 catalyst types from USPTO. Predict which catalyst facilitates the given reaction. (1) Reactant: [H-].[Na+].[CH3:3][O:4][C:5]([C:14]1[C:19]([CH2:20][CH2:21][CH3:22])=[CH:18][C:17]([NH:23][C:24]([C:26]2[C:27]([CH3:33])=[N:28][N:29]([CH3:32])[C:30]=2[CH3:31])=[O:25])=[C:16]([CH3:34])[CH:15]=1)([C:10]([F:13])([F:12])[F:11])[C:6]([F:9])([F:8])[F:7].[C:35](OC(=O)C)(=[O:37])[CH3:36].Cl. Product: [C:35]([N:23]([C:17]1[CH:18]=[C:19]([CH2:20][CH2:21][CH3:22])[C:14]([C:5]([O:4][CH3:3])([C:6]([F:9])([F:8])[F:7])[C:10]([F:13])([F:11])[F:12])=[CH:15][C:16]=1[CH3:34])[C:24]([C:26]1[C:27]([CH3:33])=[N:28][N:29]([CH3:32])[C:30]=1[CH3:31])=[O:25])(=[O:37])[CH3:36]. The catalyst class is: 7. (2) Reactant: [Cl:1][C:2]1[CH:7]=[CH:6][CH:5]=[C:4]([F:8])[C:3]=1[C:9]1[C:13]([C:14]#[N:15])=[C:12]([CH3:16])[O:11][N:10]=1.C(O[CH:22](N(C)C)[N:23]([CH3:25])[CH3:24])(C)(C)C. Product: [Cl:1][C:2]1[CH:7]=[CH:6][CH:5]=[C:4]([F:8])[C:3]=1[C:9]1[C:13]([C:14]#[N:15])=[C:12](/[CH:16]=[CH:22]/[N:23]([CH3:25])[CH3:24])[O:11][N:10]=1. The catalyst class is: 11. (3) Reactant: [C:1]([Si:3]([CH3:6])([CH3:5])[CH3:4])#[CH:2].C([Li])CCC.CCCCCC.CN(P(N(C)C)(N(C)C)=O)C.Br[CH2:30][CH2:31][CH2:32][C@H:33]1[CH2:37][O:36][C:35]([CH3:39])([CH3:38])[N:34]1[C:40]([O:42][C:43]([CH3:46])([CH3:45])[CH3:44])=[O:41]. Product: [CH3:38][C:35]1([CH3:39])[N:34]([C:40]([O:42][C:43]([CH3:46])([CH3:45])[CH3:44])=[O:41])[C@@H:33]([CH2:32][CH2:31][CH2:30][C:2]#[C:1][Si:3]([CH3:6])([CH3:5])[CH3:4])[CH2:37][O:36]1. The catalyst class is: 1. (4) Reactant: [NH2:1][CH2:2][CH2:3][CH2:4][NH:5][C:6](=[O:20])[CH2:7][CH2:8][CH2:9][CH2:10][C@H:11]1[C@@H:18]2[C@@H:14]([NH:15][C:16](=[O:19])[NH:17]2)[CH2:13][S:12]1.FC(F)(F)C(O)=O.NCCCNC(=O)CCCC[C@H]1[C@@H]2[C@@H](NC(N2)=O)CS1.CCN(C(C)C)C(C)C.[Cl:57][C:58]1[C:63]([C:64]2[CH:69]=[CH:68][CH:67]=[CH:66][CH:65]=2)=[N:62][N:61]=[C:60]2[N:70]([CH2:79][C:80](O)=[O:81])[N:71]=[C:72]([C:73]3[CH:78]=[CH:77][CH:76]=[CH:75][CH:74]=3)[C:59]=12.F[P-](F)(F)(F)(F)F.N1(OC(N(C)C)=[N+](C)C)C2N=CC=CC=2N=N1. Product: [Cl:57][C:58]1[C:63]([C:64]2[CH:65]=[CH:66][CH:67]=[CH:68][CH:69]=2)=[N:62][N:61]=[C:60]2[N:70]([CH2:79][C:80]([NH:1][CH2:2][CH2:3][CH2:4][NH:5][C:6](=[O:20])[CH2:7][CH2:8][CH2:9][CH2:10][C@H:11]3[CH:18]4[CH:14]([NH:15][C:16](=[O:19])[NH:17]4)[CH2:13][S:12]3)=[O:81])[N:71]=[C:72]([C:73]3[CH:78]=[CH:77][CH:76]=[CH:75][CH:74]=3)[C:59]=12. The catalyst class is: 39. (5) Reactant: [CH:1]([NH:4][CH2:5][C:6]1[CH:11]=[CH:10][CH:9]=[CH:8][C:7]=1[N+:12]([O-:14])=[O:13])([CH3:3])[CH3:2].C(N(CC)C(C)C)(C)C.[C:24](O[C:24]([O:26][C:27]([CH3:30])([CH3:29])[CH3:28])=[O:25])([O:26][C:27]([CH3:30])([CH3:29])[CH3:28])=[O:25]. Product: [C:27]([O:26][C:24](=[O:25])[N:4]([CH:1]([CH3:3])[CH3:2])[CH2:5][C:6]1[CH:11]=[CH:10][CH:9]=[CH:8][C:7]=1[N+:12]([O-:14])=[O:13])([CH3:30])([CH3:29])[CH3:28]. The catalyst class is: 7. (6) Reactant: [F:1][C:2]1[CH:7]=[C:6]([F:8])[CH:5]=[CH:4][C:3]=1[S:9]([NH:12][C:13]1[C:14]([O:29][CH3:30])=[N:15][CH:16]=[C:17]([C:19]2[CH:20]=[CH:21][C:22]3[N:23]([C:25](I)=[CH:26][N:27]=3)[CH:24]=2)[CH:18]=1)(=[O:11])=[O:10].[CH:31](N(C(C)C)CC)([CH3:33])[CH3:32].C#CC. Product: [F:1][C:2]1[CH:7]=[C:6]([F:8])[CH:5]=[CH:4][C:3]=1[S:9]([NH:12][C:13]1[C:14]([O:29][CH3:30])=[N:15][CH:16]=[C:17]([C:19]2[CH:20]=[CH:21][C:22]3[N:23]([C:25]([C:32]#[C:31][CH3:33])=[CH:26][N:27]=3)[CH:24]=2)[CH:18]=1)(=[O:11])=[O:10]. The catalyst class is: 538. (7) Reactant: [Br:1]C[C:3]1([C:6]([C:8]2(CBr)[CH2:10][CH2:9]2)=[O:7])CC1.[N:13]1[CH:18]=[CH:17][CH:16]=[CH:15][CH:14]=1. Product: [Br-:1].[CH:8]1([C:6]([CH2:3][N+:13]2[CH:18]=[CH:17][CH:16]=[CH:15][CH:14]=2)=[O:7])[CH2:9][CH2:10]1. The catalyst class is: 8. (8) Reactant: [O:1]=[C:2]1[NH:8][CH2:7][CH2:6][CH:5]([C:9]([O:11][CH2:12][CH3:13])=[O:10])[CH2:4][CH2:3]1.[H-].[Na+].Br[CH2:17][C:18]1[CH:23]=[CH:22][C:21]([C:24]([F:27])([F:26])[F:25])=[CH:20][C:19]=1[C:28]([F:31])([F:30])[F:29].O. Product: [F:29][C:28]([F:30])([F:31])[C:19]1[CH:20]=[C:21]([C:24]([F:27])([F:25])[F:26])[CH:22]=[CH:23][C:18]=1[CH2:17][N:8]1[C:2](=[O:1])[CH2:3][CH2:4][CH:5]([C:9]([O:11][CH2:12][CH3:13])=[O:10])[CH2:6][CH2:7]1. The catalyst class is: 1.